This data is from Forward reaction prediction with 1.9M reactions from USPTO patents (1976-2016). The task is: Predict the product of the given reaction. (1) The product is: [Cl:1][C:2]1[CH:3]=[C:4]([NH:9][C:10]2[C:19]3[C:14](=[CH:15][CH:16]=[C:17]([C:20]4[O:21][C:22]([CH2:25][NH:35][CH2:34][CH2:33][C:27]5[CH2:32][CH2:31][CH2:30][CH2:29][CH:28]=5)=[CH:23][CH:24]=4)[CH:18]=3)[N:13]=[CH:12][N:11]=2)[CH:5]=[CH:6][C:7]=1[F:8]. Given the reactants [Cl:1][C:2]1[CH:3]=[C:4]([NH:9][C:10]2[C:19]3[C:14](=[CH:15][CH:16]=[C:17]([C:20]4[O:21][C:22]([CH:25]=O)=[CH:23][CH:24]=4)[CH:18]=3)[N:13]=[CH:12][N:11]=2)[CH:5]=[CH:6][C:7]=1[F:8].[C:27]1([CH2:33][CH2:34][NH2:35])[CH2:32][CH2:31][CH2:30][CH2:29][CH:28]=1.C(O[BH-](OC(=O)C)OC(=O)C)(=O)C.[Na+], predict the reaction product. (2) Given the reactants [C:1]([Si:5]([CH3:21])([CH3:20])[O:6][C@H:7]([C:14]1[CH:19]=[CH:18][CH:17]=[CH:16][CH:15]=1)[CH2:8]OS(C)(=O)=O)([CH3:4])([CH3:3])[CH3:2].[F:22][C:23]1[CH:54]=[CH:53][CH:52]=[C:51]([C:55]([F:58])([F:57])[F:56])[C:24]=1[CH2:25][N:26]1[C:31]([CH3:32])=[C:30]([N:33]2[CH2:38][CH2:37][N:36]([CH2:39][C:40]3[O:41][C:42]([C:45]([F:48])([F:47])[F:46])=[CH:43][CH:44]=3)[CH2:35][CH2:34]2)[C:29](=[O:49])[NH:28][C:27]1=[O:50].C(=O)([O-])[O-].[K+].[K+], predict the reaction product. The product is: [C:1]([Si:5]([CH3:20])([CH3:21])[O:6][C@H:7]([C:14]1[CH:15]=[CH:16][CH:17]=[CH:18][CH:19]=1)[CH2:8][N:28]1[C:29](=[O:49])[C:30]([N:33]2[CH2:34][CH2:35][N:36]([CH2:39][C:40]3[O:41][C:42]([C:45]([F:46])([F:47])[F:48])=[CH:43][CH:44]=3)[CH2:37][CH2:38]2)=[C:31]([CH3:32])[N:26]([CH2:25][C:24]2[C:51]([C:55]([F:57])([F:58])[F:56])=[CH:52][CH:53]=[CH:54][C:23]=2[F:22])[C:27]1=[O:50])([CH3:2])([CH3:3])[CH3:4]. (3) Given the reactants [Cl:1][C:2]1[CH:9]=[CH:8][CH:7]=[CH:6][C:3]=1[CH:4]=O.[CH2:10]([O:12][C:13](=[O:24])[CH2:14][C:15](=[O:23])[CH2:16][O:17][CH2:18][CH2:19][N:20]=[N+:21]=[N-:22])[CH3:11].CC(O)=O.N1CCCCC1, predict the reaction product. The product is: [CH2:10]([O:12][C:13](=[O:24])[C:14](=[CH:4][C:3]1[CH:6]=[CH:7][CH:8]=[CH:9][C:2]=1[Cl:1])[C:15](=[O:23])[CH2:16][O:17][CH2:18][CH2:19][N:20]=[N+:21]=[N-:22])[CH3:11]. (4) Given the reactants C(=O)([O-])[O-].[Cs+].[Cs+].Cl[CH2:8][C:9]#[N:10].[C:11]1([CH:17]2[CH2:26][CH2:25][C:24]3[C:19](=[CH:20][CH:21]=[C:22]([OH:27])[CH:23]=3)[O:18]2)[CH:16]=[CH:15][CH:14]=[CH:13][CH:12]=1.Cl, predict the reaction product. The product is: [C:11]1([CH:17]2[CH2:26][CH2:25][C:24]3[C:19](=[CH:20][CH:21]=[C:22]([O:27][CH2:8][C:9]#[N:10])[CH:23]=3)[O:18]2)[CH:12]=[CH:13][CH:14]=[CH:15][CH:16]=1. (5) Given the reactants [Cl:1][C:2]1[CH:7]=[CH:6][C:5]([CH:8]([NH:10][C:11](=[O:33])[CH2:12][N:13]2[C:21]3[CH2:20][CH2:19][N:18](C(OC(C)(C)C)=O)[CH2:17][C:16]=3[C:15]([C:29]([F:32])([F:31])[F:30])=[N:14]2)[CH3:9])=[CH:4][CH:3]=1.FC(F)(F)C(O)=O, predict the reaction product. The product is: [Cl:1][C:2]1[CH:7]=[CH:6][C:5]([CH:8]([NH:10][C:11](=[O:33])[CH2:12][N:13]2[C:21]3[CH2:20][CH2:19][NH:18][CH2:17][C:16]=3[C:15]([C:29]([F:31])([F:32])[F:30])=[N:14]2)[CH3:9])=[CH:4][CH:3]=1.